Dataset: Forward reaction prediction with 1.9M reactions from USPTO patents (1976-2016). Task: Predict the product of the given reaction. (1) Given the reactants Cl[Sn]Cl.[F:4][C:5]1[C:10]([F:11])=[C:9]([C:12]#[C:13][C:14]2[CH:19]=[CH:18][CH:17]=[C:16]([N+:20]([O-])=O)[CH:15]=2)[C:8]([F:23])=[C:7]([F:24])[N:6]=1, predict the reaction product. The product is: [F:4][C:5]1[C:10]([F:11])=[C:9]([C:12]#[C:13][C:14]2[CH:15]=[C:16]([CH:17]=[CH:18][CH:19]=2)[NH2:20])[C:8]([F:23])=[C:7]([F:24])[N:6]=1. (2) Given the reactants [NH2:1][C:2](=[O:17])[CH:3]([NH:6][C:7](=[O:16])[C:8]1[CH:13]=[C:12]([CH3:14])[N:11]=[C:10]([CH3:15])[CH:9]=1)[C:4]#[N:5].[H-].[SH2:19].[Na+].Cl.C(NCC)C.O, predict the reaction product. The product is: [NH2:1][C:2](=[O:17])[CH:3]([NH:6][C:7](=[O:16])[C:8]1[CH:9]=[C:10]([CH3:15])[N:11]=[C:12]([CH3:14])[CH:13]=1)[C:4]([NH2:5])=[S:19]. (3) Given the reactants C1N=CN(C(N2C=NC=C2)=O)C=1.[CH3:13][C:14]1[O:18][CH:17]=[N:16][C:15]=1[C:19]([OH:21])=O.C(N(CC)CC)C.Cl.[CH3:30][O:31][NH:32][CH3:33], predict the reaction product. The product is: [CH3:30][O:31][N:32]([CH3:33])[C:19]([C:15]1[N:16]=[CH:17][O:18][C:14]=1[CH3:13])=[O:21]. (4) Given the reactants [ClH:1].C(OC(=O)[NH:8][C:9]1[CH:14]=[CH:13][CH:12]=[CH:11][C:10]=1[NH:15][C:16]([C:18]1[C:26]2[C:21](=[CH:22][CH:23]=[CH:24][CH:25]=2)[N:20]([S:27]([C:30]2[CH:35]=[CH:34][C:33]([CH3:36])=[CH:32][CH:31]=2)(=[O:29])=[O:28])[C:19]=1[CH2:37][CH:38]=[CH2:39])=[O:17])(C)(C)C, predict the reaction product. The product is: [Cl-:1].[CH2:37]([C:19]1[N:20]([S:27]([C:30]2[CH:35]=[CH:34][C:33]([CH3:36])=[CH:32][CH:31]=2)(=[O:29])=[O:28])[C:21]2[C:26]([C:18]=1[C:16]([NH:15][C:10]1[CH:11]=[CH:12][CH:13]=[CH:14][C:9]=1[NH3+:8])=[O:17])=[CH:25][CH:24]=[CH:23][CH:22]=2)[CH:38]=[CH2:39]. (5) Given the reactants Cl.[CH3:2][O:3][C:4]1[CH:9]=[CH:8][C:7]([N:10]2[C:14]([C:15]3[CH:24]=[CH:23][C:18]([O:19][CH2:20][CH2:21][NH2:22])=[CH:17][CH:16]=3)=[CH:13][C:12]([C:25]([F:28])([F:27])[F:26])=[N:11]2)=[CH:6][CH:5]=1.C([O-])(=O)C.[Na+].[O-:34][C:35]#[N:36].[K+], predict the reaction product. The product is: [CH3:2][O:3][C:4]1[CH:5]=[CH:6][C:7]([N:10]2[C:14]([C:15]3[CH:24]=[CH:23][C:18]([O:19][CH2:20][CH2:21][NH:22][C:35]([NH2:36])=[O:34])=[CH:17][CH:16]=3)=[CH:13][C:12]([C:25]([F:28])([F:26])[F:27])=[N:11]2)=[CH:8][CH:9]=1. (6) The product is: [C:12]([O:11][C:9]([N:43]([C:30]1[S:29][CH2:28][C@H:27]2[C@:32]([C:35]3[CH:40]=[C:39]([Br:41])[CH:38]=[CH:37][C:36]=3[F:42])([CH2:33][O:34][C@@H:25]([CH2:24][O:23][CH2:16][C:17]3[CH:22]=[CH:21][CH:20]=[CH:19][CH:18]=3)[CH2:26]2)[N:31]=1)[C:9]([O:11][C:12]([CH3:13])([CH3:14])[CH3:15])=[O:10])=[O:10])([CH3:15])([CH3:14])[CH3:13]. Given the reactants [C:9](O[C:9]([O:11][C:12]([CH3:15])([CH3:14])[CH3:13])=[O:10])([O:11][C:12]([CH3:15])([CH3:14])[CH3:13])=[O:10].[CH2:16]([O:23][CH2:24][C@@H:25]1[O:34][CH2:33][C@@:32]2([C:35]3[CH:40]=[C:39]([Br:41])[CH:38]=[CH:37][C:36]=3[F:42])[C@H:27]([CH2:28][S:29][C:30]([NH2:43])=[N:31]2)[CH2:26]1)[C:17]1[CH:22]=[CH:21][CH:20]=[CH:19][CH:18]=1, predict the reaction product. (7) Given the reactants [NH2:1][C:2](=[O:20])[C@H:3]([NH:12][C:13](=[O:19])[O:14][C:15]([CH3:18])([CH3:17])[CH3:16])[CH2:4][C:5]1[CH:10]=[CH:9][C:8](I)=[CH:7][CH:6]=1.[NH:21]1[CH:25]=[CH:24][N:23]=[CH:22]1.OC1C=CC=C2C=1N=CC=C2.C([O-])([O-])=O.[K+].[K+], predict the reaction product. The product is: [N:21]1([C:8]2[CH:9]=[CH:10][C:5]([CH2:4][C@@H:3]([NH:12][C:13](=[O:19])[O:14][C:15]([CH3:18])([CH3:17])[CH3:16])[C:2]([NH2:1])=[O:20])=[CH:6][CH:7]=2)[CH:25]=[CH:24][N:23]=[CH:22]1.